This data is from Retrosynthesis with 50K atom-mapped reactions and 10 reaction types from USPTO. The task is: Predict the reactants needed to synthesize the given product. (1) Given the product COc1ccc(N2C[C@](C)(CO)OC2=O)cc1, predict the reactants needed to synthesize it. The reactants are: COc1ccc(N2C[C@](C)(COC(=O)c3ccc([N+](=O)[O-])cc3)OC2=O)cc1. (2) Given the product CC1(C)NC(C)(C)N(CCCCO)C1=O, predict the reactants needed to synthesize it. The reactants are: CC1(C)NC(C)(C)N(CCCCOCc2ccccc2)C1=O. (3) Given the product N#Cc1ccnc(C=O)c1, predict the reactants needed to synthesize it. The reactants are: N#Cc1ccnc(CO)c1. (4) Given the product CCCCOc1ccccc1OCC(=O)O, predict the reactants needed to synthesize it. The reactants are: CCCCBr.O=C(O)COc1ccccc1O. (5) The reactants are: O=C1Nc2cccc(Br)c2C12CCN(Cc1ccccc1)CC2. Given the product Brc1cccc2c1C1(CCN(Cc3ccccc3)CC1)CN2, predict the reactants needed to synthesize it.